From a dataset of Retrosynthesis with 50K atom-mapped reactions and 10 reaction types from USPTO. Predict the reactants needed to synthesize the given product. (1) Given the product FC(F)(F)c1cccc2c(-c3cccc4[nH]ccc34)c(Cc3ccccc3)cnc12, predict the reactants needed to synthesize it. The reactants are: FC(F)(F)c1cccc2c(Br)c(Cc3ccccc3)cnc12.OB(O)c1cccc2[nH]ccc12. (2) Given the product CCN(CC)C(=O)c1ccc(I)cc1, predict the reactants needed to synthesize it. The reactants are: CCNCC.O=C(Cl)c1ccc(I)cc1. (3) The reactants are: Clc1ccc([Zn+])nc1.O=C(NN1CCCCC1)c1cccc2c1C(Cl)=Nc1ccccc1S2. Given the product O=C(NN1CCCCC1)c1cccc2c1C(c1ccc(Cl)cn1)=Nc1ccccc1S2, predict the reactants needed to synthesize it. (4) Given the product Cc1nc(C(F)(F)F)ccc1COc1cc(F)c2c(CC(=O)O)csc2c1, predict the reactants needed to synthesize it. The reactants are: COC(=O)Cc1csc2cc(OCc3ccc(C(F)(F)F)nc3C)cc(F)c12. (5) Given the product Cc1ccc(COc2cc(C)c3c(CC(=O)O)coc3c2C)c(C)n1, predict the reactants needed to synthesize it. The reactants are: COC(=O)Cc1coc2c(C)c(OCc3ccc(C)nc3C)cc(C)c12. (6) Given the product CCCCCCCCN1CCCCCCCC1=O, predict the reactants needed to synthesize it. The reactants are: CCCCCCCCBr.O=C1CCCCCCCN1. (7) Given the product O=C(NCC(=O)N1CCN(C(=O)c2ccccc2C(F)(F)F)CC1)c1ccc(-c2ccccc2O)cc1, predict the reactants needed to synthesize it. The reactants are: O=C(NCC(=O)N1CCN(C(=O)c2ccccc2C(F)(F)F)CC1)c1ccc(-c2ccccc2OCc2ccccc2)cc1.